Dataset: Forward reaction prediction with 1.9M reactions from USPTO patents (1976-2016). Task: Predict the product of the given reaction. (1) Given the reactants [CH2:1]([O:3][C:4]1[CH:17]=[CH:16][C:7](/[CH:8]=[C:9]2/[C:10](=[O:15])[NH:11][C:12](=[O:14])[S:13]/2)=[CH:6][CH:5]=1)[CH3:2].[C:18]([C:20]1[CH:27]=[CH:26][C:23]([CH2:24]Br)=[CH:22][CH:21]=1)#[N:19].C(=O)([O-])[O-].[K+].[K+].C(OC1C=CC(/C=C2/C(=O)N(CCC)C(=O)S/2)=CC=1)C, predict the reaction product. The product is: [CH2:1]([O:3][C:4]1[CH:17]=[CH:16][C:7](/[CH:8]=[C:9]2/[C:10](=[O:15])[N:11]([CH2:24][C:23]3[CH:26]=[CH:27][C:20]([C:18]#[N:19])=[CH:21][CH:22]=3)[C:12](=[O:14])[S:13]/2)=[CH:6][CH:5]=1)[CH3:2]. (2) Given the reactants C(O)(=O)C.O.[Si]([O:13][CH2:14][C@@H:15]1[CH2:20][C:19](=[O:21])[CH2:18][CH2:17][C@@H:16]1[NH:22][C:23](=[O:32])[O:24][CH2:25][C:26]1[CH:31]=[CH:30][CH:29]=[CH:28][CH:27]=1)(C(C)(C)C)(C)C, predict the reaction product. The product is: [OH:13][CH2:14][C@@H:15]1[CH2:20][C:19](=[O:21])[CH2:18][CH2:17][C@@H:16]1[NH:22][C:23](=[O:32])[O:24][CH2:25][C:26]1[CH:31]=[CH:30][CH:29]=[CH:28][CH:27]=1. (3) Given the reactants [F:1]C(F)(F)C1C=CC(O)=CC=1.[C:12]1([CH:18]([OH:32])[CH2:19][N:20]2[CH2:25][CH2:24][NH:23][CH2:22][CH:21]2C2C=CC=CC=2)[CH:17]=[CH:16][CH:15]=[CH:14][CH:13]=1.[C:46]1(P([C:46]2[CH:51]=[CH:50][CH:49]=[CH:48][CH:47]=2)[C:46]2[CH:51]=[CH:50][CH:49]=[CH:48][CH:47]=2)[CH:51]=[CH:50][CH:49]=[CH:48][CH:47]=1.N(C(O[CH:63]([CH3:65])[CH3:64])=O)=NC(OC(C)C)=O.[CH3:66][CH:67](OC(/N=N/C(OC(C)C)=O)=O)[CH3:68], predict the reaction product. The product is: [F:1][C:46]1[CH:47]=[CH:48][C:49]([O:32][CH:18]([C:12]2[CH:13]=[CH:14][CH:15]=[CH:16][CH:17]=2)[CH2:19][N:20]2[CH2:21][CH2:22][N:23]([C:64]3[CH:63]=[CH:65][CH:68]=[CH:67][CH:66]=3)[CH2:24][CH2:25]2)=[CH:50][CH:51]=1. (4) The product is: [NH2:22][C:18]1[CH:17]=[C:16]([CH:21]=[CH:20][CH:19]=1)[O:15][CH2:14][C:13]([NH:12][C:7]1[CH:8]=[C:9]([Cl:11])[CH:10]=[C:5]([Cl:4])[CH:6]=1)=[O:25]. Given the reactants O.NN.[Cl:4][C:5]1[CH:6]=[C:7]([NH:12][C:13](=[O:25])[CH2:14][O:15][C:16]2[CH:21]=[CH:20][CH:19]=[C:18]([N+:22]([O-])=O)[CH:17]=2)[CH:8]=[C:9]([Cl:11])[CH:10]=1, predict the reaction product. (5) Given the reactants [C:1]1(=[O:10])[C:9]2C(=CC=[CH:7][CH:8]=2)C[O:2]1.[Cr](Cl)([O-])(=O)=[O:12].[NH+]1[CH:21]=[CH:20][CH:19]=[CH:18][CH:17]=1, predict the reaction product. The product is: [O:10]=[C:1]1[C:9]2[C:18](=[CH:19][C:20]([CH:21]=[O:12])=[CH:7][CH:8]=2)[CH2:17][O:2]1. (6) Given the reactants [C:1]([C:3]1[CH:8]=[CH:7][N:6]=[C:5]([NH:9][C:10]2[CH:15]=[C:14]([CH:16]3[CH2:21][CH2:20][N:19](C(OC(C)(C)C)=O)[CH2:18][CH2:17]3)[CH:13]=[C:12]([CH3:29])[N:11]=2)[CH:4]=1)#[N:2].FC(F)(F)C(O)=O, predict the reaction product. The product is: [CH3:29][C:12]1[N:11]=[C:10]([NH:9][C:5]2[CH:4]=[C:3]([CH:8]=[CH:7][N:6]=2)[C:1]#[N:2])[CH:15]=[C:14]([CH:16]2[CH2:21][CH2:20][NH:19][CH2:18][CH2:17]2)[CH:13]=1. (7) Given the reactants Br[C:2]1[CH:7]=[CH:6][C:5]([Br:8])=[CH:4][CH:3]=1.[F:9][C:10]1([F:14])[CH2:13][NH:12][CH2:11]1.Cl.C1C=CC(P(C2C(C3C(P(C4C=CC=CC=4)C4C=CC=CC=4)=CC=C4C=3C=CC=C4)=C3C(C=CC=C3)=CC=2)C2C=CC=CC=2)=CC=1.CC([O-])(C)C.[Na+], predict the reaction product. The product is: [Br:8][C:5]1[CH:6]=[CH:7][C:2]([N:12]2[CH2:13][C:10]([F:14])([F:9])[CH2:11]2)=[CH:3][CH:4]=1.